This data is from Peptide-MHC class II binding affinity with 134,281 pairs from IEDB. The task is: Regression. Given a peptide amino acid sequence and an MHC pseudo amino acid sequence, predict their binding affinity value. This is MHC class II binding data. The peptide sequence is ALRIIAGTPEVHAVK. The MHC is DRB4_0101 with pseudo-sequence DRB4_0103. The binding affinity (normalized) is 0.635.